From a dataset of Catalyst prediction with 721,799 reactions and 888 catalyst types from USPTO. Predict which catalyst facilitates the given reaction. (1) Reactant: [C:1]([O:5][C:6]([N:8]1[CH2:14][CH2:13][C:12]2[C:15]([NH:20][CH2:21][C:22]3[CH:27]=[CH:26][C:25]([C:28](O)=[O:29])=[CH:24][CH:23]=3)=[C:16]([Cl:19])[CH:17]=[CH:18][C:11]=2[CH2:10][CH2:9]1)=[O:7])([CH3:4])([CH3:3])[CH3:2].Cl.CN.[CH2:34]([N:36](CC)CC)C.CN(C(ON1N=NC2C=CC=NC1=2)=[N+](C)C)C.F[P-](F)(F)(F)(F)F. Product: [C:1]([O:5][C:6]([N:8]1[CH2:14][CH2:13][C:12]2[C:15]([NH:20][CH2:21][C:22]3[CH:27]=[CH:26][C:25]([C:28](=[O:29])[NH:36][CH3:34])=[CH:24][CH:23]=3)=[C:16]([Cl:19])[CH:17]=[CH:18][C:11]=2[CH2:10][CH2:9]1)=[O:7])([CH3:4])([CH3:3])[CH3:2]. The catalyst class is: 3. (2) Reactant: [OH:1][N:2]1C2C=CC=CC=2N=N1.Cl.C(N=C=NCCCN(C)C)C.[CH2:23]([O:27][C:28]1[CH:33]=[CH:32][C:31]([S:34]([CH2:37][NH:38][CH2:39][CH:40]([N:44]2[CH2:49][CH2:48][N:47]([S:50]([CH3:53])(=[O:52])=[O:51])[CH2:46][CH2:45]2)[C:41](O)=[O:42])(=[O:36])=[O:35])=[CH:30][CH:29]=1)[C:24]#[C:25][CH3:26].C(O)(=O)CC(CC(O)=O)(C(O)=O)O. Product: [CH2:23]([O:27][C:28]1[CH:33]=[CH:32][C:31]([S:34]([CH2:37][NH:38][CH2:39][CH:40]([N:44]2[CH2:45][CH2:46][N:47]([S:50]([CH3:53])(=[O:51])=[O:52])[CH2:48][CH2:49]2)[C:41]([NH:2][OH:1])=[O:42])(=[O:36])=[O:35])=[CH:30][CH:29]=1)[C:24]#[C:25][CH3:26]. The catalyst class is: 9. (3) Reactant: [C:1]([C:3]1[CH:4]=[C:5]([C:13]2[O:17][C:16]([C:18]3[CH:23]=[CH:22][C:21]([O:24][CH2:25][CH2:26][CH2:27][C:28]([O:30]CC)=[O:29])=[CH:20][C:19]=3[CH2:33][CH3:34])=[N:15][N:14]=2)[CH:6]=[CH:7][C:8]=1[O:9][CH:10]([CH3:12])[CH3:11])#[N:2].[OH-].[Na+]. Product: [C:1]([C:3]1[CH:4]=[C:5]([C:13]2[O:17][C:16]([C:18]3[CH:23]=[CH:22][C:21]([O:24][CH2:25][CH2:26][CH2:27][C:28]([OH:30])=[O:29])=[CH:20][C:19]=3[CH2:33][CH3:34])=[N:15][N:14]=2)[CH:6]=[CH:7][C:8]=1[O:9][CH:10]([CH3:12])[CH3:11])#[N:2]. The catalyst class is: 252. (4) Reactant: [F:1][C:2]1[C:7]([F:8])=[C:6]([OH:9])[CH:5]=[CH:4][C:3]=1[C:10]1[CH:11]([CH3:17])[CH2:12][C:13](=[O:16])[NH:14][N:15]=1.[Br:18][CH2:19][CH2:20][CH2:21]Br.C(=O)([O-])[O-].[K+].[K+].O. Product: [Br:18][CH2:19][CH2:20][CH2:21][O:9][C:6]1[CH:5]=[CH:4][C:3]([C:10]2[CH:11]([CH3:17])[CH2:12][C:13](=[O:16])[NH:14][N:15]=2)=[C:2]([F:1])[C:7]=1[F:8]. The catalyst class is: 3. (5) Reactant: [Br:1][C:2]1[C:10]2[C:5](=[CH:6][CH:7]=[C:8]([F:11])[CH:9]=2)[NH:4][C:3]=1[C:12]([O:14][CH2:15][CH3:16])=[O:13].Br[CH2:18][CH2:19][CH2:20][O:21][C:22]1[C:31]2[C:26](=[CH:27][CH:28]=[CH:29][CH:30]=2)[CH:25]=[CH:24][CH:23]=1.C(=O)([O-])[O-].[Cs+].[Cs+]. Product: [Br:1][C:2]1[C:10]2[C:5](=[CH:6][CH:7]=[C:8]([F:11])[CH:9]=2)[N:4]([CH2:18][CH2:19][CH2:20][O:21][C:22]2[C:31]3[C:26](=[CH:27][CH:28]=[CH:29][CH:30]=3)[CH:25]=[CH:24][CH:23]=2)[C:3]=1[C:12]([O:14][CH2:15][CH3:16])=[O:13]. The catalyst class is: 42. (6) Reactant: C([O:5][C:6]1[N:11]=[C:10]([O:12]C(C)(C)C)[C:9]([C:17]2[S:18][CH:19]=[CH:20][C:21]=2[CH3:22])=[CH:8][N:7]=1)(C)(C)C. Product: [CH3:22][C:21]1[CH:20]=[CH:19][S:18][C:17]=1[C:9]1[C:10](=[O:12])[NH:11][C:6](=[O:5])[NH:7][CH:8]=1. The catalyst class is: 12.